This data is from Experimentally validated miRNA-target interactions with 360,000+ pairs, plus equal number of negative samples. The task is: Binary Classification. Given a miRNA mature sequence and a target amino acid sequence, predict their likelihood of interaction. (1) The miRNA is hsa-miR-7846-3p with sequence CAGCGGAGCCUGGAGAGAAGG. The protein sequence of the target gene is MAANSQGNFDGKFEALDLAELTKKQPWWRKLFGQESGPSAEKYSVATQLVIGGVTGWCTGFVFQKVGKLAATAVGGGFFLLQLANHTGYIKVDWQRVEKDMKKAKEQLKIRKNKQIPTEVKSKAEEVVSFVKKNVLVTGGFFGGFLLGMAS. Result: 0 (no interaction). (2) The miRNA is hsa-miR-129-5p with sequence CUUUUUGCGGUCUGGGCUUGC. The protein sequence of the target gene is MSASAVFILDVKGKPLISRNYKGDVAMSKIEHFMPLLVQREEEGALAPLLSHGQVHFLWIKHSNLYLVATTSKNANASLVYSFLYKTIEVFCEYFKELEEESIRDNFVIVYELLDELMDFGFPQTTDSKILQEYITQQSNKLETGKSRVPPTVTNAVSWRSEGIKYKKNEVFIDVIESVNLLVNANGSVLLSEIVGTIKLKVFLSGMPELRLGLNDRVLFELTGRSKNKSVELEDVKFHQCVRLSRFDNDRTISFIPPDGDFELMSYRLSTQVKPLIWIESVIEKFSHSRVEIMVKAKGQ.... Result: 0 (no interaction). (3) The miRNA is hsa-miR-7974 with sequence AGGCUGUGAUGCUCUCCUGAGCCC. The protein sequence of the target gene is MSERAADDVRGEPRRAAGGAAAARQQQQQPQPLQPQRQHPPLRRPRAEDGGTGDTTTSAAAMATVGERRPLPSPEAMLGQSWNLWVEASKLPGKDGTELDESFKEFGKNREVMGLCREDMPIFGLCPAHDDFYLVVCNDCNQVVKPQAFQSHYERRHSSSSKPALAVPHTSVFSLLPSLSKSKGSGAGGSSRPPSGGVLCASSSSKLLRLPKEKLPLRGNMKPMHPVQQIKVPHGRVMTPSVKVEKMHPKMDGTLLKSTVGPACPATMSSAVKPGLNCPSIPKPTLPSPGQILNGKGLPA.... Result: 0 (no interaction).